From a dataset of Full USPTO retrosynthesis dataset with 1.9M reactions from patents (1976-2016). Predict the reactants needed to synthesize the given product. (1) Given the product [N+:1]([C:4]1[CH:5]=[C:6]([CH:10]=[C:11]([C:13]([F:14])([F:15])[F:16])[CH:12]=1)[C:7]([O:9][CH3:22])=[O:8])([O-:3])=[O:2], predict the reactants needed to synthesize it. The reactants are: [N+:1]([C:4]1[CH:5]=[C:6]([CH:10]=[C:11]([C:13]([F:16])([F:15])[F:14])[CH:12]=1)[C:7]([OH:9])=[O:8])([O-:3])=[O:2].S(=O)(=O)(O)O.[C:22](=O)([O-])O.[Na+]. (2) Given the product [CH3:34][C:35]1[C:39]([C:40]2[C:41]([O:54][CH3:55])=[CH:42][C:43]3[C:44]4[N:52]([C@@H:63]([C:58]5[CH:59]=[CH:60][CH:61]=[CH:62][N:57]=5)[CH3:64])[C:51](=[O:53])[O:50][C:45]=4[CH:46]=[N:47][C:48]=3[CH:49]=2)=[C:38]([CH3:56])[O:37][N:36]=1, predict the reactants needed to synthesize it. The reactants are: C1C=CC(P(C2C=CC=CC=2)C2C=CC=CC=2)=CC=1.CC(OC(/N=N/C(OC(C)C)=O)=O)C.[CH3:34][C:35]1[C:39]([C:40]2[C:41]([O:54][CH3:55])=[CH:42][C:43]3[C:44]4[NH:52][C:51](=[O:53])[O:50][C:45]=4[CH:46]=[N:47][C:48]=3[CH:49]=2)=[C:38]([CH3:56])[O:37][N:36]=1.[N:57]1[CH:62]=[CH:61][CH:60]=[CH:59][C:58]=1[C@@H:63](O)[CH3:64].C([O-])(O)=O.[Na+]. (3) Given the product [CH3:1][C:2]1[CH:7]=[CH:6][C:5]([S:8]([O:11][CH2:12][CH:13]2[CH2:17][C:16]3[CH:18]=[CH:19][CH:20]=[C:21]([C:25]4[CH:26]=[C:27]([CH3:30])[CH:28]=[CH:29][C:24]=4[CH3:23])[C:15]=3[O:14]2)(=[O:10])=[O:9])=[CH:4][CH:3]=1, predict the reactants needed to synthesize it. The reactants are: [CH3:1][C:2]1[CH:7]=[CH:6][C:5]([S:8]([O:11][CH2:12][CH:13]2[CH2:17][C:16]3[CH:18]=[CH:19][CH:20]=[C:21](Br)[C:15]=3[O:14]2)(=[O:10])=[O:9])=[CH:4][CH:3]=1.[CH3:23][C:24]1[CH:29]=[CH:28][C:27]([CH3:30])=[CH:26][C:25]=1B(O)O. (4) Given the product [NH2:19][C:14]1[N:13]=[C:12]([CH2:11][O:10][CH2:9][C@@H:8]([C:26]([O:28][CH3:29])=[O:27])[NH:7][C:5]([O:4][C:2]([CH3:3])([CH3:30])[CH3:1])=[O:6])[CH:17]=[C:16]([CH3:18])[CH:15]=1, predict the reactants needed to synthesize it. The reactants are: [CH3:1][C:2]([CH3:30])([O:4][C:5]([NH:7][C@H:8]([C:26]([O:28][CH3:29])=[O:27])[CH2:9][O:10][CH2:11][C:12]1[CH:17]=[C:16]([CH3:18])[CH:15]=[C:14]([N:19]2C(C)=CC=C2C)[N:13]=1)=[O:6])[CH3:3].Cl.NO.[OH-].[K+]. (5) Given the product [Br:1][C:2]1[CH:7]=[CH:6][N:5]=[C:4]2[N:8]([S:25]([C:19]3[CH:24]=[CH:23][CH:22]=[CH:21][CH:20]=3)(=[O:27])=[O:26])[CH:9]=[CH:10][C:3]=12, predict the reactants needed to synthesize it. The reactants are: [Br:1][C:2]1[CH:7]=[CH:6][N:5]=[C:4]2[NH:8][CH:9]=[CH:10][C:3]=12.O1CCOCC1.[OH-].[Na+].[C:19]1([S:25](Cl)(=[O:27])=[O:26])[CH:24]=[CH:23][CH:22]=[CH:21][CH:20]=1. (6) Given the product [F:23][C:19]1[CH:18]=[C:17]([C:13]2[CH:12]=[C:11]([N:9]3[CH:10]=[C:6]([C:4]([OH:5])=[O:3])[N:7]=[CH:8]3)[CH:16]=[CH:15][CH:14]=2)[CH:22]=[CH:21][N:20]=1, predict the reactants needed to synthesize it. The reactants are: C([O:3][C:4]([C:6]1[N:7]=[CH:8][N:9]([C:11]2[CH:16]=[CH:15][CH:14]=[C:13]([C:17]3[CH:22]=[CH:21][N:20]=[C:19]([F:23])[CH:18]=3)[CH:12]=2)[CH:10]=1)=[O:5])C.[OH-].[K+]. (7) Given the product [Cl:1][C:2]1[CH:14]=[CH:13][C:5]([C:6]2[N:8]=[CH:9][NH:10][N:16]=2)=[CH:4][CH:3]=1, predict the reactants needed to synthesize it. The reactants are: [Cl:1][C:2]1[CH:14]=[CH:13][C:5]([C:6](/[N:8]=[CH:9]/[N:10](C)C)=O)=[CH:4][CH:3]=1.O.[NH2:16]N.